This data is from Peptide-MHC class I binding affinity with 185,985 pairs from IEDB/IMGT. The task is: Regression. Given a peptide amino acid sequence and an MHC pseudo amino acid sequence, predict their binding affinity value. This is MHC class I binding data. (1) The peptide sequence is FIKNPACTV. The MHC is HLA-A02:11 with pseudo-sequence HLA-A02:11. The binding affinity (normalized) is 0.936. (2) The peptide sequence is RFTTTLNDF. The MHC is HLA-A29:02 with pseudo-sequence HLA-A29:02. The binding affinity (normalized) is 0. (3) The peptide sequence is ILYYGANGST. The MHC is HLA-A68:02 with pseudo-sequence HLA-A68:02. The binding affinity (normalized) is 0.237. (4) The peptide sequence is MIIMLIPTVM. The MHC is HLA-B53:01 with pseudo-sequence HLA-B53:01. The binding affinity (normalized) is 0.0567.